This data is from Reaction yield outcomes from USPTO patents with 853,638 reactions. The task is: Predict the reaction yield, written as a fraction of the theoretical maximum amount of product (1.0 means a 100% yield; for example, 0.34 means a 34% yield). The reactants are [CH:1]1[C:6](/[CH:7]=[CH:8]/[C:9]([OH:11])=[O:10])=[CH:5][CH:4]=[N:3][CH:2]=1.N. The catalyst is O.[Rh]. The product is [NH:3]1[CH2:4][CH2:5][CH:6]([CH2:7][CH2:8][C:9]([OH:11])=[O:10])[CH2:1][CH2:2]1. The yield is 1.00.